Dataset: Reaction yield outcomes from USPTO patents with 853,638 reactions. Task: Predict the reaction yield, written as a fraction of the theoretical maximum amount of product (1.0 means a 100% yield; for example, 0.34 means a 34% yield). (1) The reactants are [F-].C([N+](CCCC)(CCCC)CCCC)CCC.[Cl:19][C:20]1[CH:21]=[C:22]2[C:28]([CH2:29][CH2:30][NH:31][C:32]([C:34]3[CH:38]=[C:37]([CH2:39][C:40]4[CH:45]=[C:44]([F:46])[CH:43]=[CH:42][C:41]=4[F:47])[O:36][N:35]=3)=[O:33])=[C:27]([Si](CC)(CC)CC)[NH:26][C:23]2=[N:24][CH:25]=1.C1C[O:58]CC1. No catalyst specified. The product is [Cl:19][C:20]1[CH:21]=[C:22]2[C:28]([CH2:29][CH2:30][NH:31][C:32]([C:34]3[CH:38]=[C:37]([C:39](=[O:58])[C:40]4[CH:45]=[C:44]([F:46])[CH:43]=[CH:42][C:41]=4[F:47])[O:36][N:35]=3)=[O:33])=[CH:27][NH:26][C:23]2=[N:24][CH:25]=1. The yield is 0.220. (2) The yield is 0.710. The product is [OH:27][C@H:10]1[C@@H:11]([OH:17])[C:12](=[O:13])[NH:8][C:9]1=[O:14]. The catalyst is C(#N)C.O.[Ru](Cl)(Cl)Cl. The reactants are C([N:8]1[C:12](=[O:13])[CH:11]=[CH:10][C:9]1=[O:14])C1C=CC=CC=1.C(OCC)(=[O:17])C.I([O-])(=O)(=O)=O.[Na+].[OH2:27]. (3) The catalyst is ClC(Cl)C. The yield is 0.670. The product is [OH:1][C:2]1[CH:24]=[CH:23][CH:22]=[CH:21][C:3]=1[CH2:4][N:5]1[CH2:6][CH2:7][N:8]([C@@H:9]([C:10]([CH3:13])([CH3:12])[CH3:11])[C:14]([O:16][C:17]([CH3:18])([CH3:20])[CH3:19])=[O:15])[C:25]1=[O:26]. The reactants are [OH:1][C:2]1[CH:24]=[CH:23][CH:22]=[CH:21][C:3]=1[CH2:4][NH:5][CH2:6][CH2:7][NH:8][C@H:9]([C:14]([O:16][C:17]([CH3:20])([CH3:19])[CH3:18])=[O:15])[C:10]([CH3:13])([CH3:12])[CH3:11].[C:25](=O)(ON1C(=O)CCC1=O)[O:26]N1C(=O)CCC1=O.C(N(CC)CC)C.